This data is from Full USPTO retrosynthesis dataset with 1.9M reactions from patents (1976-2016). The task is: Predict the reactants needed to synthesize the given product. (1) Given the product [Cl:1][C:2]1[CH:7]=[CH:6][C:5]([C:12](=[O:13])[C:11]2[CH:15]=[CH:16][C:17]([N+:18]([O-:20])=[O:19])=[C:9]([CH3:8])[CH:10]=2)=[CH:4][CH:3]=1, predict the reactants needed to synthesize it. The reactants are: [Cl:1][C:2]1[CH:7]=[CH:6][CH:5]=[CH:4][CH:3]=1.[CH3:8][C:9]1[CH:10]=[C:11]([CH:15]=[CH:16][C:17]=1[N+:18]([O-:20])=[O:19])[C:12](O)=[O:13].S(Cl)(Cl)=O.Cl. (2) The reactants are: O[CH2:2][CH:3]=[C:4]([CH2:6][CH2:7][CH:8]=[C:9]([CH2:11][CH2:12][CH:13]=[C:14]([CH3:16])[CH3:15])[CH3:10])[CH3:5].[BrH:17].[CH2:18]([P:22]([CH2:27][CH2:28][CH2:29][CH3:30])[CH2:23][CH2:24][CH2:25][CH3:26])[CH2:19][CH2:20][CH3:21]. Given the product [Br-:17].[CH2:2]([P+:22]([CH2:23][CH2:24][CH2:25][CH3:26])([CH2:27][CH2:28][CH2:29][CH3:30])[CH2:18][CH2:19][CH2:20][CH3:21])[CH:3]=[C:4]([CH2:6][CH2:7][CH:8]=[C:9]([CH2:11][CH2:12][CH:13]=[C:14]([CH3:16])[CH3:15])[CH3:10])[CH3:5], predict the reactants needed to synthesize it. (3) Given the product [F:3][C:4]1[C:5]([C:12]([F:15])([F:14])[F:13])=[CH:6][C:7]([C:21]2[CH:26]=[CH:25][N:24]=[N:23][CH:22]=2)=[C:8]([OH:10])[CH:9]=1, predict the reactants needed to synthesize it. The reactants are: [F-].[Cs+].[F:3][C:4]1[C:5]([C:12]([F:15])([F:14])[F:13])=[CH:6][C:7](I)=[C:8]([OH:10])[CH:9]=1.C([Sn](CCCC)(CCCC)[C:21]1[CH:26]=[CH:25][N:24]=[N:23][CH:22]=1)CCC. (4) Given the product [CH3:21][C@@H:10]1[CH2:9][N:8]([CH2:7][C:6]2[N:22]=[C:1]([CH3:2])[O:4][N:5]=2)[CH2:13][CH2:12][N:11]1[C:14]([O:16][C:17]([CH3:20])([CH3:19])[CH3:18])=[O:15], predict the reactants needed to synthesize it. The reactants are: [C:1]([O:4]/[N:5]=[C:6](\[NH2:22])/[CH2:7][N:8]1[CH2:13][CH2:12][N:11]([C:14]([O:16][C:17]([CH3:20])([CH3:19])[CH3:18])=[O:15])[C@H:10]([CH3:21])[CH2:9]1)(=O)[CH3:2]. (5) Given the product [CH3:13][C:14]1([C:36]([O:38][CH3:39])=[O:37])[CH2:22][C:21]2[C:16](=[CH:17][CH:18]=[CH:19][CH:20]=2)[C:15]1=[O:23], predict the reactants needed to synthesize it. The reactants are: C(NC(C)C)(C)C.C([Li])CCC.[CH3:13][CH:14]1[CH2:22][C:21]2[C:16](=[CH:17][CH:18]=[CH:19][CH:20]=2)[C:15]1=[O:23].C(C(C(C)C)([NH-])C)(C)C.[Li+].C([C:36]([O:38][CH3:39])=[O:37])#N. (6) Given the product [C:1]([O:5][C:6]([N:8]1[CH2:16][C:15]2[C:10](=[CH:11][CH:12]=[C:13]([N:29]3[CH2:30][C@@H:25]4[CH2:31][C@H:28]3[CH2:27][O:26]4)[CH:14]=2)[CH2:9]1)=[O:7])([CH3:4])([CH3:3])[CH3:2], predict the reactants needed to synthesize it. The reactants are: [C:1]([O:5][C:6]([N:8]1[CH2:16][C:15]2[C:10](=[CH:11][CH:12]=[C:13](I)[CH:14]=2)[CH2:9]1)=[O:7])([CH3:4])([CH3:3])[CH3:2].FC(F)(F)C(O)=O.[C@H:25]12[CH2:31][C@H:28]([NH:29][CH2:30]1)[CH2:27][O:26]2. (7) Given the product [Cl:1][C:2]1[CH:7]=[CH:6][CH:5]=[CH:4][C:3]=1[C:8]1[N:13]=[C:12]2[O:14][CH:17]([CH:27]([CH3:28])[CH3:26])[CH:16]([CH3:32])[C:15](=[O:18])[C:11]2=[CH:10][C:9]=1[C:19]1[CH:20]=[CH:21][C:22]([Cl:25])=[CH:23][CH:24]=1, predict the reactants needed to synthesize it. The reactants are: [Cl:1][C:2]1[CH:7]=[CH:6][CH:5]=[CH:4][C:3]=1[C:8]1[NH:13][C:12](=[O:14])[C:11]([C:15](=[O:18])[CH2:16][CH3:17])=[CH:10][C:9]=1[C:19]1[CH:24]=[CH:23][C:22]([Cl:25])=[CH:21][CH:20]=1.[CH:26](=O)[CH:27](C)[CH3:28].N1CCC[CH2:32]1.C(#N)C.